Dataset: Catalyst prediction with 721,799 reactions and 888 catalyst types from USPTO. Task: Predict which catalyst facilitates the given reaction. (1) Reactant: [CH2:1]([N:8]1[C:12]2([CH2:17][CH2:16][N:15]([C:18](=[O:22])[CH2:19][CH2:20][CH3:21])[CH2:14][CH2:13]2)[NH:11][C@@H:10]([CH2:23][C:24]2[CH:29]=[CH:28][CH:27]=[CH:26][CH:25]=2)[C:9]1=[O:30])[C:2]1[CH:7]=[CH:6][CH:5]=[CH:4][CH:3]=1.O.C[Si]([Cl:36])(C)C. Product: [ClH:36].[CH2:1]([N:8]1[C:12]2([CH2:17][CH2:16][N:15]([C:18](=[O:22])[CH2:19][CH2:20][CH3:21])[CH2:14][CH2:13]2)[NH:11][C@@H:10]([CH2:23][C:24]2[CH:25]=[CH:26][CH:27]=[CH:28][CH:29]=2)[C:9]1=[O:30])[C:2]1[CH:7]=[CH:6][CH:5]=[CH:4][CH:3]=1. The catalyst class is: 573. (2) Reactant: [Cl:1][C:2]1[CH:3]=[C:4]([CH:7]=[C:8]([O:10][C:11]2[C:16]([Cl:17])=[CH:15][CH:14]=[C:13]([CH2:18][NH:19]C)[C:12]=2[F:21])[CH:9]=1)[C:5]#[N:6].[Cl:22][C:23]1[N:24]=[C:25]([CH2:31][CH2:32][CH3:33])[NH:26][C:27]=1[C:28]([OH:30])=O.CN(C(ON1N=NC2C=CC=NC1=2)=[N+](C)C)C.F[P-](F)(F)(F)(F)F.CCN(C(C)C)C(C)C. Product: [Cl:22][C:23]1[N:24]=[C:25]([CH2:31][CH2:32][CH3:33])[NH:26][C:27]=1[C:28]([NH:19][CH2:18][C:13]1[CH:14]=[CH:15][C:16]([Cl:17])=[C:11]([O:10][C:8]2[CH:7]=[C:4]([C:5]#[N:6])[CH:3]=[C:2]([Cl:1])[CH:9]=2)[C:12]=1[F:21])=[O:30]. The catalyst class is: 3.